Dataset: Reaction yield outcomes from USPTO patents with 853,638 reactions. Task: Predict the reaction yield, written as a fraction of the theoretical maximum amount of product (1.0 means a 100% yield; for example, 0.34 means a 34% yield). (1) The reactants are [Cl:1][C:2]1[C:7]([O:8][CH3:9])=[CH:6][C:5]([O:10][CH3:11])=[C:4]([Cl:12])[C:3]=1[C:13]1[C:24](=[O:25])[N:23]([CH2:26][CH2:27][N:28]([CH2:42][CH3:43])[CH:29]2[CH2:34][CH2:33][N:32](C(OC(C)(C)C)=O)[CH2:31][CH2:30]2)[C:16]2[N:17]=[C:18]([NH:21][CH3:22])[N:19]=[CH:20][C:15]=2[CH:14]=1.C(O)(C(F)(F)F)=O.C([O-])(O)=O.[Na+]. The catalyst is C(Cl)Cl. The product is [Cl:12][C:4]1[C:5]([O:10][CH3:11])=[CH:6][C:7]([O:8][CH3:9])=[C:2]([Cl:1])[C:3]=1[C:13]1[C:24](=[O:25])[N:23]([CH2:26][CH2:27][N:28]([CH2:42][CH3:43])[CH:29]2[CH2:30][CH2:31][NH:32][CH2:33][CH2:34]2)[C:16]2[N:17]=[C:18]([NH:21][CH3:22])[N:19]=[CH:20][C:15]=2[CH:14]=1. The yield is 0.770. (2) The reactants are Cl.[C:2]1([CH3:10])[CH:7]=[CH:6][CH:5]=[CH:4][C:3]=1[NH:8][NH2:9].C(Cl)(Cl)(Cl)Cl.C(N(CC)CC)C.C(O[C:26](=[N:28][C:29](=O)[C:30]1[CH:35]=[CH:34][CH:33]=[CH:32][CH:31]=1)[CH3:27])C. The catalyst is O. The product is [CH3:27][C:26]1[N:28]=[C:29]([C:30]2[CH:35]=[CH:34][CH:33]=[CH:32][CH:31]=2)[N:8]([C:3]2[CH:4]=[CH:5][CH:6]=[CH:7][C:2]=2[CH3:10])[N:9]=1. The yield is 0.840. (3) The yield is 0.457. The catalyst is C(OCC)(=O)C. The product is [F:28][C:13]1[CH:12]=[C:11]([N:10]2[CH2:13][C@H:12]([CH2:11][NH:10][C:31](=[O:33])[CH3:30])[O:8][C:9]2=[O:29])[CH:16]=[CH:15][C:14]=1[N:17]1[CH:21]=[CH:20][C:19]([C:22]2[CH:27]=[CH:26][CH:25]=[CH:24][N:23]=2)=[N:18]1. The reactants are C([O:8][C:9](=[O:29])[NH:10][C:11]1[CH:16]=[CH:15][C:14]([N:17]2[CH:21]=[CH:20][C:19]([C:22]3[CH:27]=[CH:26][CH:25]=[CH:24][N:23]=3)=[N:18]2)=[C:13]([F:28])[CH:12]=1)C1C=CC=CC=1.[CH3:30][C:31](C)([O-:33])C.[Li+]. (4) The reactants are [C:1]([C:4]1[CH:5]=[N:6][C:7]2[C:12]([C:13]=1[NH:14][C:15]1[CH:16]=[N:17][C:18]([N:21]3[CH2:25][CH2:24][CH:23]([NH:26]C(=O)OC(C)(C)C)[CH2:22]3)=[N:19][CH:20]=1)=[N:11][C:10]([C:34]1[CH:39]=[C:38]([Cl:40])[C:37]([OH:41])=[C:36]([Cl:42])[CH:35]=1)=[CH:9][CH:8]=2)(=[O:3])[CH3:2].[ClH:43]. No catalyst specified. The product is [ClH:40].[ClH:43].[ClH:40].[NH2:26][CH:23]1[CH2:24][CH2:25][N:21]([C:18]2[N:19]=[CH:20][C:15]([NH:14][C:13]3[C:12]4[C:7](=[CH:8][CH:9]=[C:10]([C:34]5[CH:39]=[C:38]([Cl:40])[C:37]([OH:41])=[C:36]([Cl:42])[CH:35]=5)[N:11]=4)[N:6]=[CH:5][C:4]=3[C:1](=[O:3])[CH3:2])=[CH:16][N:17]=2)[CH2:22]1. The yield is 0.500. (5) The reactants are [CH2:1]([S:3]([N:6]1[CH2:11][CH2:10][CH:9]([C:12]2[C:20]3[C:15](=[C:16]([C:28]([NH2:30])=[O:29])[CH:17]=[C:18]([C:21]4[CH:25]=[C:24]([CH:26]=O)[S:23][CH:22]=4)[CH:19]=3)[NH:14][CH:13]=2)[CH2:8][CH2:7]1)(=[O:5])=[O:4])[CH3:2].[CH3:31][CH:32]([NH2:35])[CH2:33][CH3:34].[C:36](O[BH-](OC(=O)C)OC(=O)C)(=O)C.[Na+].C([BH3-])#N.[Na+].C=O. The catalyst is CS(C)=O.C(O)(=O)C.CO.O. The product is [CH2:1]([S:3]([N:6]1[CH2:7][CH2:8][CH:9]([C:12]2[C:20]3[C:15](=[C:16]([C:28]([NH2:30])=[O:29])[CH:17]=[C:18]([C:21]4[CH:25]=[C:24]([CH2:26][N:35]([CH3:36])[CH:32]([CH3:31])[CH2:33][CH3:34])[S:23][CH:22]=4)[CH:19]=3)[NH:14][CH:13]=2)[CH2:10][CH2:11]1)(=[O:4])=[O:5])[CH3:2]. The yield is 0.279. (6) The reactants are [CH2:1]([O:8][C:9]([N:11]1[CH2:15][CH2:14][CH2:13][CH:12]1[C:16]1[NH:17][C:18]([C:21]2[CH:26]=[CH:25][C:24](Br)=[CH:23][CH:22]=2)=[CH:19][N:20]=1)=[O:10])[C:2]1[CH:7]=[CH:6][CH:5]=[CH:4][CH:3]=1.[C:28]([O:32][C:33]([NH:35][C:36]1[CH:37]=[C:38](B(O)O)[CH:39]=[CH:40][CH:41]=1)=[O:34])([CH3:31])([CH3:30])[CH3:29].C([O-])([O-])=O.[K+].[K+].N#N. The catalyst is C1C=CC([P]([Pd]([P](C2C=CC=CC=2)(C2C=CC=CC=2)C2C=CC=CC=2)([P](C2C=CC=CC=2)(C2C=CC=CC=2)C2C=CC=CC=2)[P](C2C=CC=CC=2)(C2C=CC=CC=2)C2C=CC=CC=2)(C2C=CC=CC=2)C2C=CC=CC=2)=CC=1.COCCOC. The product is [CH2:1]([O:8][C:9]([N:11]1[CH2:15][CH2:14][CH2:13][CH:12]1[C:16]1[NH:17][C:18]([C:21]2[CH:26]=[CH:25][C:24]([C:38]3[CH:39]=[CH:40][CH:41]=[C:36]([NH:35][C:33]([O:32][C:28]([CH3:31])([CH3:30])[CH3:29])=[O:34])[CH:37]=3)=[CH:23][CH:22]=2)=[CH:19][N:20]=1)=[O:10])[C:2]1[CH:7]=[CH:6][CH:5]=[CH:4][CH:3]=1. The yield is 0.640. (7) The reactants are C([O:8][CH2:9][C:10]([NH:12][C:13]1[C:21]2[C:16](=[N:17][CH:18]=[CH:19][C:20]=2[N:22]2[CH2:27][CH2:26][N:25](CC3C=CC=CC=3)[CH2:24][CH2:23]2)[NH:15][CH:14]=1)=[O:11])C1C=CC=CC=1.CCN(C(C)C)C(C)C. The catalyst is CO.Cl.[Pd]. The product is [OH:8][CH2:9][C:10]([NH:12][C:13]1[C:21]2[C:16](=[N:17][CH:18]=[CH:19][C:20]=2[N:22]2[CH2:27][CH2:26][NH:25][CH2:24][CH2:23]2)[NH:15][CH:14]=1)=[O:11]. The yield is 0.992. (8) The reactants are Cl[C:2]1[N:7]=[C:6]([C:8]2[CH:9]=[CH:10][C:11]([O:16][CH:17]3[CH2:22][CH2:21][O:20][CH2:19][CH2:18]3)=[C:12]([CH:15]=2)[C:13]#[N:14])[CH:5]=[CH:4][N:3]=1.[O:23]1[CH2:28][CH2:27][N:26]([C:29]2[CH:35]=[CH:34][C:32]([NH2:33])=[CH:31][CH:30]=2)[CH2:25][CH2:24]1. The catalyst is CCO.O1CCOCC1. The product is [O:23]1[CH2:24][CH2:25][N:26]([C:29]2[CH:30]=[CH:31][C:32]([NH:33][C:2]3[N:7]=[C:6]([C:8]4[CH:9]=[CH:10][C:11]([O:16][CH:17]5[CH2:22][CH2:21][O:20][CH2:19][CH2:18]5)=[C:12]([CH:15]=4)[C:13]#[N:14])[CH:5]=[CH:4][N:3]=3)=[CH:34][CH:35]=2)[CH2:27][CH2:28]1. The yield is 1.00. (9) The reactants are [OH:1][C:2]1[CH:9]=[CH:8][C:7]([O:10][CH3:11])=[CH:6][C:3]=1[CH:4]=[O:5].C(=O)([O-])[O-].[Cs+].[Cs+].Br[CH2:19][CH2:20][O:21][CH:22]1[CH2:27][CH2:26][CH2:25][CH2:24][O:23]1. The catalyst is CN(C=O)C. The product is [CH3:11][O:10][C:7]1[CH:8]=[CH:9][C:2]([O:1][CH2:19][CH2:20][O:21][CH:22]2[CH2:27][CH2:26][CH2:25][CH2:24][O:23]2)=[C:3]([CH:6]=1)[CH:4]=[O:5]. The yield is 0.810. (10) The reactants are C(OC([N:6]=[S:7]([CH3:36])([C:9]1[CH:14]=[CH:13][C:12]([CH2:15][O:16][C:17]2[CH:26]=[C:25]3[C:20]([C:21]([NH:27][C:28]4[CH:29]=[N:30][CH:31]=[CH:32][CH:33]=4)=[N:22][CH:23]=[N:24]3)=[CH:19][C:18]=2[O:34][CH3:35])=[CH:11][CH:10]=1)=[O:8])=O)C.ClCCl.CO. The catalyst is CO. The product is [CH3:35][O:34][C:18]1[CH:19]=[C:20]2[C:25](=[CH:26][C:17]=1[O:16][CH2:15][C:12]1[CH:11]=[CH:10][C:9]([S:7]([CH3:36])(=[NH:6])=[O:8])=[CH:14][CH:13]=1)[N:24]=[CH:23][N:22]=[C:21]2[NH:27][C:28]1[CH:29]=[N:30][CH:31]=[CH:32][CH:33]=1. The yield is 0.610.